This data is from Drug-target binding data from BindingDB using Ki measurements. The task is: Regression. Given a target protein amino acid sequence and a drug SMILES string, predict the binding affinity score between them. We predict pKi (pKi = -log10(Ki in M); higher means stronger inhibition). Dataset: bindingdb_ki. (1) The compound is Cc1ccc(Cn2nc(C(=O)NC3C[C@@H](C)CC[C@@H]3C(C)C)c3c2-c2cc(C)sc2C3)cc1. The target protein (P47746) has sequence MKSILDGLADTTFRTITTDLLYVGSNDIQYEDIKGDMASKLGYFPQKFPLTSFRGSPFQEKMTAGDNSPLVPAGDTTNITEFYNKSLSSFKENEDNIQCGENFMDMECFMILNPSQQLAIAVLSLTLGTFTVLENLLVLCVILHSRSLRCRPSYHFIGSLAVADLLGSVIFVYSFVDFHVFHRKDSPNVFLFKLGGVTASFTASVGSLFLTAIDRYISIHRPLAYKRIVTRPKAVVAFCLMWTIAIVIAVLPLLGWNCKKLQSVCSDIFPLIDETYLMFWIGVTSVLLLFIVYAYMYILWKAHSHAVRMIQRGTQKSIIIHTSEDGKVQVTRPDQARMDIRLAKTLVLILVVLIICWGPLLAIMVYDVFGKMNKLIKTVFAFCSMLCLLNSTVNPIIYALRSKDLRHAFRSMFPSCEGTAQPLDNSMGDSDCLHKHANNTASMHRAAESCIKSTVKIAKVTMSVSTDTSAEAL. The pKi is 6.7. (2) The small molecule is CC[C@H](C)[C@H](NC(=O)[C@H](Cc1ccc(O)cc1)NC(=O)[C@H](Cc1cnc[nH]1)NC(=O)[C@H](CCCNC(=N)N)NC(=O)[C@H](CC(C)C)NC(=O)[C@H](C)NC(=O)[C@H](CO)NC(=O)[C@H](Cc1ccc(O)cc1)NC(=O)[C@H](Cc1ccc(O)cc1)NC(=O)[C@H](CCCNC(=N)N)NC(=O)[C@H](C)NC(=O)[C@H](CC(C)C)NC(=O)[C@H](CC(=O)O)NC(=O)[C@H](CCC(=O)O)NC(=O)[C@H](C)NC(=O)[C@@H]1CCCN1C(=O)[C@H](C)NC(=O)[C@H](CC(=O)O)NC(=O)[C@H](CCC(=O)O)NC(=O)CNC(=O)[C@@H]1CCCN1C(=O)[C@H](CC(N)=O)NC(=O)[C@H](CC(=O)O)NC(=O)[C@@H]1CCCN1C(=O)[C@H](CCCCN)NC(=O)[C@H](CO)NC(=O)[C@@H]1CCCN1C(=O)[C@@H](N)Cc1ccc(O)cc1)C(=O)N[C@@H](CC(N)=O)C(=O)N[C@@H](CC(C)C)C(=O)N[C@H](C(=O)N[C@H](C(=O)N[C@@H](CCCNC(=N)N)C(=O)N[C@@H](CCC(N)=O)C(=O)N[C@@H](CCCNC(=N)N)C(=O)N[C@@H](Cc1ccc(O)cc1)C(N)=O)[C@@H](C)O)[C@@H](C)CC. The target protein sequence is MDLGFKDYTNRTPTKNTSATTKNFSAWEDYKSSVDDIQYFLIGLYTLISLAGFVGNLLVLTALTKRKQKTIINILIGNLAFSDILVVLFCSPFTLTSVLLDRWMFGTVMCHIMPFLQCTSVLVSTLMLISIAAVRYRMVKYPLSSNLTAKHGYFLIVIIWAVGCAICSPLPVFHKIVDLHKTLNLEALENRLLCIESWPSDSYRIAFTISLLLMQYILPLVCLTASHTSVCRSVGSRLSSKEGKFQENEMINLTLHPSKSAGTEAQPSSHTSWSCALVRKHHRRYSKKTSTVMPAILRQQQDADFRDLPETSGTEKSQLSSSSKFIPGVPICFEMKPEENTEIQDMITVSQSIIRIKTRSRRVFCRLTVLILVFGFSWMPLHLFHIVTDFNATLISNRHFKLVYCICHLLGMMSCCLNPILYGFLNNSIKADLMSLIPCCQIL. The pKi is 9.4. (3) The small molecule is Nc1ncnc2c1ncn2[C@@H]1O[C@H](COP(=O)(O)OP(=O)(O)OP(=O)(O)O)[C@@H](O)[C@H]1O. The target protein (Q04451) has sequence MADPKIEEILAPLRANVKEQGDLVRKLKEEKAPEIDIKKAVAELKTRKKILEDKELSLAPAEDLFDRAKMEDLIKRRFFYDQSFAIYGGITGQFDFGPMGCALKSNMIHLWKKFFILQEQMLEVECSILTPEPVLKASGHVERFADLMTKDIKTGECFRLDHLIKGHLEKIKSDKNTKIELKAEIEDILIKLDGMNADEMSALMKRFEMKSPISGNDLTPPIEFNLMFNTQIGPSGLVKGFLRPETAQGIFVNFKRLLEFNQGRLPFAAAQIGNSFRNEISPRSGLLRVREFTMCEIEHFCDVKEHPKFESVKNTQSLLYSADNQEQGKPADLTTIGDAVCKGIVNNETLGYFMARIHMYMLAVGIDPKRLRFRQHMGNEMAHYACDCWDAECLSSYGWIECVGCADRSAYDLTQHTKATGIRLAAEKKLPAPKQIEVVEAIANNGRIGKAFKKDSQAINDTLATLDNAALEEMQKELDSNGEYTLITARGEFKLTPSLV.... The pKi is 4.9. (4) The drug is CO[C@@H]1O[C@H](Cn2cc(C3=CCCCC3)nn2)[C@@H]2OC(C)(C)OC21. The target protein (P00690) has sequence MKLFLLLSAFGFCWAQYAPQTQSGRTSIVHLFEWRWVDIALECERYLGPKGFGGVQVSPPNENIVVTNPSRPWWERYQPVSYKLCTRSGNENEFRDMVTRCNNVGVRIYVDAVINHMCGSGAAAGTGTTCGSYCNPGNREFPAVPYSAWDFNDGKCKTASGGIESYNDPYQVRDCQLVGLLDLALEKDYVRSMIADYLNKLIDIGVAGFRIDASKHMWPGDIKAVLDKLHNLNTNWFPAGSRPFIFQEVIDLGGEAIQSSEYFGNGRVTEFKYGAKLGTVVRKWSGEKMSYLKNWGEGWGFMPSDRALVFVDNHDNQRGHGAGGASILTFWDARLYKVAVGFMLAHPYGFTRVMSSYRWARNFVNGQDVNDWIGPPNNNGVIKEVTINADTTCGNDWVCEHRWRQIRNMVWFRNVVDGQPFANWWANGSNQVAFGRGNRGFIVFNNDDWQLSSTLQTGLPGGTYCDVISGDKVGNSCTGIKVYVSSDGTAQFSISNSAED.... The pKi is 3.5.